Dataset: Full USPTO retrosynthesis dataset with 1.9M reactions from patents (1976-2016). Task: Predict the reactants needed to synthesize the given product. Given the product [ClH:19].[CH2:1]([C:3]1[C:8](=[O:9])[NH:7][C:6]([CH3:10])=[C:5]([C:11]2[O:15][C:14]([S:16]([N:29]3[CH2:30][CH2:31][N:26]([C:23]4[CH:24]=[CH:25][N:20]=[CH:21][CH:22]=4)[CH2:27][CH2:28]3)(=[O:18])=[O:17])=[CH:13][CH:12]=2)[CH:4]=1)[CH3:2], predict the reactants needed to synthesize it. The reactants are: [CH2:1]([C:3]1[C:8](=[O:9])[NH:7][C:6]([CH3:10])=[C:5]([C:11]2[O:15][C:14]([S:16]([Cl:19])(=[O:18])=[O:17])=[CH:13][CH:12]=2)[CH:4]=1)[CH3:2].[N:20]1[CH:25]=[CH:24][C:23]([N:26]2[CH2:31][CH2:30][NH:29][CH2:28][CH2:27]2)=[CH:22][CH:21]=1.